From a dataset of Reaction yield outcomes from USPTO patents with 853,638 reactions. Predict the reaction yield, written as a fraction of the theoretical maximum amount of product (1.0 means a 100% yield; for example, 0.34 means a 34% yield). (1) The reactants are [NH2:1][C:2]1[S:3][C:4](Br)=[C:5]([C:7]([CH3:10])([CH3:9])[CH3:8])[N:6]=1.[NH:12]1[CH2:17][CH2:16][CH2:15][CH2:14][CH2:13]1.C(=O)([O-])[O-].[K+].[K+].C(#N)C. The catalyst is O. The product is [NH2:1][C:2]1[S:3][C:4]([N:12]2[CH2:17][CH2:16][CH2:15][CH2:14][CH2:13]2)=[C:5]([C:7]([CH3:10])([CH3:9])[CH3:8])[N:6]=1. The yield is 0.793. (2) The reactants are [NH2:1][CH2:2][C@H:3]1[CH2:8][CH2:7][N:6]([C:9]([O:11][C:12]([CH3:15])([CH3:14])[CH3:13])=[O:10])[CH2:5][C@H:4]1[OH:16].[NH2:17][C:18]1[C:23]2[CH2:24][CH2:25][O:26][C:22]=2[C:21]([C:27](N2C=CN=C2)=[O:28])=[CH:20][C:19]=1[Cl:34]. The catalyst is C(#N)C. The product is [NH2:17][C:18]1[C:23]2[CH2:24][CH2:25][O:26][C:22]=2[C:21]([C:27]([NH:1][CH2:2][C@H:3]2[CH2:8][CH2:7][N:6]([C:9]([O:11][C:12]([CH3:13])([CH3:15])[CH3:14])=[O:10])[CH2:5][C@H:4]2[OH:16])=[O:28])=[CH:20][C:19]=1[Cl:34]. The yield is 0.780.